Dataset: Full USPTO retrosynthesis dataset with 1.9M reactions from patents (1976-2016). Task: Predict the reactants needed to synthesize the given product. (1) The reactants are: [C:1]([C:4]1[CH:11]=[CH:10][C:7]([CH:8]=O)=[CH:6][CH:5]=1)(=[O:3])[CH3:2].[NH:12]1[CH2:17][CH2:16][O:15][CH2:14][CH2:13]1. Given the product [N:12]1([CH2:8][C:7]2[CH:10]=[CH:11][C:4]([C:1](=[O:3])[CH3:2])=[CH:5][CH:6]=2)[CH2:17][CH2:16][O:15][CH2:14][CH2:13]1, predict the reactants needed to synthesize it. (2) Given the product [Cl:3][C:4]1[CH:9]=[C:8]([C:10]2[CH:15]=[CH:14][CH:13]=[CH:12][C:11]=2[O:16][CH3:17])[N:7]=[C:6]([C:18]([OH:20])=[O:19])[CH:5]=1, predict the reactants needed to synthesize it. The reactants are: [OH-].[Na+].[Cl:3][C:4]1[CH:9]=[C:8]([C:10]2[CH:15]=[CH:14][CH:13]=[CH:12][C:11]=2[O:16][CH3:17])[N:7]=[C:6]([C:18]([O:20]C)=[O:19])[CH:5]=1.CO.Cl. (3) Given the product [Cl:22][C:23]1([CH3:28])[CH2:27][CH2:26][CH2:25][CH2:24]1.[CH3:12][C:17]1([OH:32])[CH2:16][CH2:15][CH2:18][CH2:21]1.[ClH:22], predict the reactants needed to synthesize it. The reactants are: [Li].[C:18]([C:15]1C=C[C:12]([C:12]2[CH:17]=[CH:16][C:15]([C:18]([CH3:21])(C)C)=CC=2)=[CH:17][CH:16]=1)(C)(C)[CH3:21].[Cl:22][C:23]1([CH3:28])[CH2:27][CH2:26][CH2:25][CH2:24]1.C1C[O:32]CC1.